Predict which catalyst facilitates the given reaction. From a dataset of Catalyst prediction with 721,799 reactions and 888 catalyst types from USPTO. (1) Reactant: CC[O-].[Na+].Cl.[F:6][C:7]1[CH:15]=[CH:14][CH:13]=[C:12]([F:16])[C:8]=1[C:9](=[NH:11])[NH2:10].[C:17]([OH:25])(=[O:24])/[C:18](=[C:20](\[CH:22]=O)/[Br:21])/Br. Product: [Br:21][C:20]1[C:18]([C:17]([OH:25])=[O:24])=[N:11][C:9]([C:8]2[C:7]([F:6])=[CH:15][CH:14]=[CH:13][C:12]=2[F:16])=[N:10][CH:22]=1. The catalyst class is: 14. (2) Reactant: [C:1]([O:5][C:6]([N:8]1[CH2:13][CH:12]=[C:11]([C:14]2[C:22]3[C:17](=[CH:18][N:19]=[C:20]([C:23]4[C:28]([CH2:29][CH3:30])=[CH:27][CH:26]=[CH:25][C:24]=4[CH2:31][CH3:32])[CH:21]=3)[NH:16][CH:15]=2)[CH2:10][CH2:9]1)=[O:7])([CH3:4])([CH3:3])[CH3:2].[H-].[Na+].Br[CH:36]([CH2:40][CH2:41][CH3:42])[CH2:37][CH2:38][CH3:39].O. Product: [C:1]([O:5][C:6]([N:8]1[CH2:9][CH:10]=[C:11]([C:14]2[C:22]3[C:17](=[CH:18][N:19]=[C:20]([C:23]4[C:28]([CH2:29][CH3:30])=[CH:27][CH:26]=[CH:25][C:24]=4[CH2:31][CH3:32])[CH:21]=3)[N:16]([CH:36]([CH2:40][CH2:41][CH3:42])[CH2:37][CH2:38][CH3:39])[CH:15]=2)[CH2:12][CH2:13]1)=[O:7])([CH3:4])([CH3:3])[CH3:2]. The catalyst class is: 3. (3) Reactant: [F:1][C:2]1[CH:24]=[C:23]([N+:25]([O-:27])=[O:26])[CH:22]=[CH:21][C:3]=1[O:4][C:5]1[N:10]=[CH:9][N:8]=[C:7]([NH:11]CC2C=CC(OC)=CC=2)[CH:6]=1.C1(OC)C=CC=CC=1. Product: [F:1][C:2]1[CH:24]=[C:23]([N+:25]([O-:27])=[O:26])[CH:22]=[CH:21][C:3]=1[O:4][C:5]1[N:10]=[CH:9][N:8]=[C:7]([NH2:11])[CH:6]=1. The catalyst class is: 67. (4) Reactant: [C:1]([O:5][C:6]([NH:8][C@@H:9]([CH2:42][C:43]1[CH:48]=[CH:47][CH:46]=[CH:45][CH:44]=1)[CH2:10][C@@H:11]1[O:15][C:14]([CH3:17])([CH3:16])[N:13]([C:18]([O:20][CH2:21][C:22]2[CH:27]=[CH:26][CH:25]=[CH:24][CH:23]=2)=[O:19])[C@H:12]1[CH2:28][C:29]1[CH:34]=[CH:33][C:32](OC(=O)C(F)(F)F)=[CH:31][CH:30]=1)=[O:7])([CH3:4])([CH3:3])[CH3:2].[Li+].[Cl-].[CH3:51][C:52]1[CH:57]=[CH:56][N:55]=[C:54]([Sn](CCCC)(CCCC)CCCC)[CH:53]=1. Product: [C:1]([O:5][C:6]([NH:8][C@@H:9]([CH2:42][C:43]1[CH:48]=[CH:47][CH:46]=[CH:45][CH:44]=1)[CH2:10][C@@H:11]1[O:15][C:14]([CH3:16])([CH3:17])[N:13]([C:18]([O:20][CH2:21][C:22]2[CH:27]=[CH:26][CH:25]=[CH:24][CH:23]=2)=[O:19])[C@H:12]1[CH2:28][C:29]1[CH:30]=[CH:31][C:32]([C:54]2[CH:53]=[C:52]([CH3:51])[CH:57]=[CH:56][N:55]=2)=[CH:33][CH:34]=1)=[O:7])([CH3:2])([CH3:3])[CH3:4]. The catalyst class is: 233. (5) Reactant: C(OC([N:8]1[C@@H:12]([CH2:13][C:14]2[CH:19]=[CH:18][C:17]([O:20][C:21]3[C:30]4[C:25](=[CH:26][CH:27]=[CH:28][CH:29]=4)[N:24]=[CH:23][CH:22]=3)=[CH:16][CH:15]=2)[CH2:11][O:10]C1(C)C)=O)(C)(C)C.[ClH:33]. Product: [ClH:33].[ClH:33].[NH2:8][C@@H:12]([CH2:13][C:14]1[CH:19]=[CH:18][C:17]([O:20][C:21]2[C:30]3[C:25](=[CH:26][CH:27]=[CH:28][CH:29]=3)[N:24]=[CH:23][CH:22]=2)=[CH:16][CH:15]=1)[CH2:11][OH:10]. The catalyst class is: 12. (6) Reactant: [F:1][C:2]1[CH:11]=[CH:10][C:9]2[C:4](=[CH:5][CH:6]=[CH:7][CH:8]=2)[CH:3]=1.[Al+3].[Cl-].[Cl-].[Cl-].[C:16](Cl)(=[O:19])[CH2:17][CH3:18]. Product: [F:1][C:2]1[CH:3]=[C:4]2[C:9]([CH:8]=[CH:7][CH:6]=[C:5]2[C:16](=[O:19])[CH2:17][CH3:18])=[CH:10][CH:11]=1. The catalyst class is: 91. (7) Reactant: [C:1]([C:3]1[CH:10]=[CH:9]C(C=O)=CC=1)#[N:2].O. Product: [NH2:2][CH2:1][CH2:3][CH2:10][N:2]1[CH2:1][CH2:3][CH2:10][CH2:9]1. The catalyst class is: 11. (8) Reactant: C[O:2][C:3](=[O:42])[C@@H:4]([N:12]1[CH:17]=[C:16]([C:18]2[C:27]3[C:22](=[CH:23][CH:24]=[CH:25][CH:26]=3)[CH:21]=[CH:20][CH:19]=2)[CH:15]=[C:14]([NH:28][C:29](=[O:40])[C:30]2[CH:35]=[CH:34][C:33]([C:36]([F:39])([F:38])[F:37])=[CH:32][CH:31]=2)[C:13]1=[O:41])[CH2:5][C:6]1[CH:11]=[CH:10][CH:9]=[CH:8][CH:7]=1.[OH-].[Li+].Cl. Product: [C:18]1([C:16]2[CH:15]=[C:14]([NH:28][C:29](=[O:40])[C:30]3[CH:35]=[CH:34][C:33]([C:36]([F:37])([F:38])[F:39])=[CH:32][CH:31]=3)[C:13](=[O:41])[N:12]([C@@H:4]([CH2:5][C:6]3[CH:11]=[CH:10][CH:9]=[CH:8][CH:7]=3)[C:3]([OH:42])=[O:2])[CH:17]=2)[C:27]2[C:22](=[CH:23][CH:24]=[CH:25][CH:26]=2)[CH:21]=[CH:20][CH:19]=1. The catalyst class is: 7. (9) Product: [CH:34]1([C:2]2[CH:11]=[CH:10][CH:9]=[C:8]3[C:3]=2[CH2:4][CH2:5][N:6]2[C:16](=[O:17])[CH2:15][N:14]=[C:13]([N:18]4[CH:22]=[C:21]([CH2:23][O:24][CH3:25])[N:20]=[CH:19]4)[CH:12]=[C:7]23)[CH2:33][CH2:28]1. Reactant: Br[C:2]1[CH:11]=[CH:10][CH:9]=[C:8]2[C:3]=1[CH2:4][CH2:5][N:6]1[C:16](=[O:17])[CH2:15][N:14]=[C:13]([N:18]3[CH:22]=[C:21]([CH2:23][O:24][CH3:25])[N:20]=[CH:19]3)[CH:12]=[C:7]12.CO[C:28]1C=CC=C(OC)[C:33]=1[C:34]1C=CC=CC=1P(C1CCCCC1)C1CCCCC1.C1(B(O)O)CC1.[O-]P([O-])([O-])=O.[K+].[K+].[K+]. The catalyst class is: 222. (10) Reactant: Br[C:2]1[CH:14]=[CH:13][C:5]([C:6]([O:8][C:9]([CH3:12])([CH3:11])[CH3:10])=[O:7])=[CH:4][CH:3]=1.[Cl:15][C:16]1[CH:17]=[C:18]2[C:23](=[CH:24][C:25]=1[OH:26])[O:22][CH2:21][CH2:20][CH:19]2[C:27]([O:29][CH2:30][CH3:31])=[O:28].Cl.CN(C)CC(O)=O.C(=O)([O-])[O-].[Cs+].[Cs+].C. Product: [C:9]([O:8][C:6]([C:5]1[CH:13]=[CH:14][C:2]([O:26][C:25]2[CH:24]=[C:23]3[C:18]([CH:19]([C:27]([O:29][CH2:30][CH3:31])=[O:28])[CH2:20][CH2:21][O:22]3)=[CH:17][C:16]=2[Cl:15])=[CH:3][CH:4]=1)=[O:7])([CH3:12])([CH3:11])[CH3:10]. The catalyst class is: 155.